From a dataset of Reaction yield outcomes from USPTO patents with 853,638 reactions. Predict the reaction yield, written as a fraction of the theoretical maximum amount of product (1.0 means a 100% yield; for example, 0.34 means a 34% yield). (1) The catalyst is C(Cl)Cl. The yield is 0.580. The product is [C:18]1([C:15]2[CH:14]=[CH:13][C:12]([O:37][C:35](=[O:36])[N:34]([CH3:39])[C@H:30]3[C:31](=[O:33])[O:32][C@@H:29]3[C:51]([CH3:54])([CH3:53])[CH3:52])=[CH:17][CH:16]=2)[CH:19]=[CH:20][CH:21]=[CH:22][CH:23]=1. The reactants are O[C@H](C(C)(C)C)[C@@H](N([C:12]1[CH:17]=[CH:16][C:15]([C:18]2[CH:23]=[CH:22][CH:21]=[CH:20][CH:19]=2)=[CH:14][CH:13]=1)C(OC)=O)C(O)=O.O[C@@H:29]([C:51]([CH3:54])([CH3:53])[CH3:52])[C@@H:30]([N:34]([C:39]1C=CC(C2C=CC=CC=2)=CC=1)[C:35]([O:37]C)=[O:36])[C:31]([OH:33])=[O:32].CCN(CC)CC.CN(C(ON1N=NC2C=CC=CC1=2)=[N+](C)C)C.[B-](F)(F)(F)F. (2) The reactants are [OH:1][C:2]1[CH:3]=[C:4]2[C:9](=[CH:10][CH:11]=1)[CH:8]=[C:7]([C:12]([OH:14])=[O:13])[CH:6]=[CH:5]2.OS(O)(=O)=O.[CH3:20]O. No catalyst specified. The product is [OH:1][C:2]1[CH:3]=[C:4]2[C:9](=[CH:10][CH:11]=1)[CH:8]=[C:7]([C:12]([O:14][CH3:20])=[O:13])[CH:6]=[CH:5]2. The yield is 0.950.